The task is: Predict the product of the given reaction.. This data is from Forward reaction prediction with 1.9M reactions from USPTO patents (1976-2016). Given the reactants [CH3:1][O:2][C:3]1[CH:4]=[CH:5][C:6]([NH:12][CH3:13])=[C:7]([CH:11]=1)[C:8]([NH2:10])=[O:9].C(Cl)(=O)[C:15]1[CH:20]=[CH:19][CH:18]=[CH:17][CH:16]=1.Cl[CH:24](Cl)Cl, predict the reaction product. The product is: [CH3:1][O:2][C:3]1[CH:11]=[C:7]2[C:6](=[CH:5][CH:4]=1)[N:12]([CH3:24])[C:13]([C:15]1[CH:20]=[CH:19][CH:18]=[CH:17][CH:16]=1)=[N:10][C:8]2=[O:9].